From a dataset of Catalyst prediction with 721,799 reactions and 888 catalyst types from USPTO. Predict which catalyst facilitates the given reaction. (1) Reactant: [CH2:1]([N:3]([CH2:7][CH3:8])[CH2:4][CH2:5][NH2:6])[CH3:2].Cl[C:10]1[N:11]=[N+:12]([O-:23])[C:13]2[CH:22]=[C:21]3[C:17]([CH2:18][CH2:19][CH2:20]3)=[CH:16][C:14]=2[N:15]=1. Product: [O-:23][N+:12]1[C:13]2[CH:22]=[C:21]3[C:17](=[CH:16][C:14]=2[N:15]=[C:10]([NH:6][CH2:5][CH2:4][N:3]([CH2:7][CH3:8])[CH2:1][CH3:2])[N:11]=1)[CH2:18][CH2:19][CH2:20]3. The catalyst class is: 57. (2) Reactant: [CH3:1][C:2]1[O:3][C:4]([CH:7]2[CH2:12][CH2:11][NH:10][CH2:9][CH2:8]2)=[N:5][N:6]=1.N1([C:18]([O:20][CH2:21][C:22]2[CH:27]=[CH:26][C:25]([Cl:28])=[CH:24][C:23]=2[CH2:29][N:30]2[N:34]=[N:33][C:32]([CH3:35])=[N:31]2)=[O:19])C=CN=C1.CCN(C(C)C)C(C)C. Product: [CH3:1][C:2]1[O:3][C:4]([CH:7]2[CH2:12][CH2:11][N:10]([C:18]([O:20][CH2:21][C:22]3[CH:27]=[CH:26][C:25]([Cl:28])=[CH:24][C:23]=3[CH2:29][N:30]3[N:34]=[N:33][C:32]([CH3:35])=[N:31]3)=[O:19])[CH2:9][CH2:8]2)=[N:5][N:6]=1. The catalyst class is: 3. (3) Reactant: [F:1][C:2]1[CH:7]=[CH:6][C:5]([C:8]2[C:17]3[C:12](=[CH:13][CH:14]=[C:15]([N:18]4[CH2:23][CH2:22][CH2:21][CH2:20][CH2:19]4)[CH:16]=3)[N:11]=[C:10]([CH3:24])[C:9]=2[CH:25]([OH:27])[CH3:26])=[CH:4][CH:3]=1.O[C:29]1[CH:34]=[CH:33][CH:32]=[CH:31][N:30]=1.CCOC(/N=N/C(OCC)=O)=O. Product: [F:1][C:2]1[CH:3]=[CH:4][C:5]([C:8]2[C:17]3[C:12](=[CH:13][CH:14]=[C:15]([N:18]4[CH2:19][CH2:20][CH2:21][CH2:22][CH2:23]4)[CH:16]=3)[N:11]=[C:10]([CH3:24])[C:9]=2[CH:25]([O:27][C:29]2[CH:34]=[CH:33][CH:32]=[CH:31][N:30]=2)[CH3:26])=[CH:6][CH:7]=1. The catalyst class is: 1. (4) The catalyst class is: 3. Product: [CH2:2]([O:4][C:5](=[O:31])[CH:6]([NH:21][C:22]1[CH:27]=[CH:26][C:25]([C:28]([NH2:29])=[N:30][C:33]([O:35][CH2:36][CH3:37])=[O:34])=[CH:24][CH:23]=1)[C:7]1[CH:12]=[C:11]([O:13][CH2:14][CH3:15])[C:10]([O:16][CH2:17][CH2:18][OH:19])=[CH:9][C:8]=1[F:20])[CH3:3]. Reactant: Cl.[CH2:2]([O:4][C:5](=[O:31])[CH:6]([NH:21][C:22]1[CH:27]=[CH:26][C:25]([C:28](=[NH:30])[NH2:29])=[CH:24][CH:23]=1)[C:7]1[CH:12]=[C:11]([O:13][CH2:14][CH3:15])[C:10]([O:16][CH2:17][CH2:18][OH:19])=[CH:9][C:8]=1[F:20])[CH3:3].Cl[C:33]([O:35][CH2:36][CH3:37])=[O:34].C(N(CC)CC)C.C(Cl)Cl.CC(C)=O. (5) Reactant: [CH:1]1[CH2:5][CH:4]=[CH:3][CH:2]=1.[Li].[Cl:7][C:8]1[CH:24]=[CH:23][C:11]([CH2:12][C:13]([CH2:15][C:16]2[CH:21]=[CH:20][C:19]([Cl:22])=[CH:18][CH:17]=2)=O)=[CH:10][CH:9]=1.Cl.CCCCCC. Product: [Cl:7][C:8]1[CH:9]=[CH:10][C:11]([CH2:12][C:13]([CH2:15][C:16]2[CH:21]=[CH:20][C:19]([Cl:22])=[CH:18][CH:17]=2)=[C:2]2[CH:1]=[CH:5][CH:4]=[CH:3]2)=[CH:23][CH:24]=1. The catalyst class is: 1. (6) Reactant: I[C:2]1[CH:3]=[C:4]2[C:8](=[CH:9][CH:10]=1)[CH:7]([N:11]1[CH2:15][CH2:14][CH2:13][CH2:12]1)[CH2:6][CH2:5]2.[C:16]([OH:20])(=[O:19])[C:17]#[CH:18].C(N(CC)CC)C. Product: [N:11]1([CH:7]2[C:8]3[C:4](=[CH:3][C:2]([C:18]#[C:17][C:16]([OH:20])=[O:19])=[CH:10][CH:9]=3)[CH2:5][CH2:6]2)[CH2:15][CH2:14][CH2:13][CH2:12]1. The catalyst class is: 767. (7) Reactant: Cl.[NH:2]1[CH2:7][CH2:6][CH:5]([N:8]2[C:13]3[CH:14]=[CH:15][CH:16]=[CH:17][C:12]=3[CH2:11][O:10][C:9]2=[O:18])[CH2:4][CH2:3]1.Cl[C:20]1[CH:36]=[CH:35][C:23]([C:24]([C:26]2[CH:34]=[CH:33][CH:32]=[CH:31][C:27]=2[C:28]([OH:30])=[O:29])=[O:25])=[CH:22][C:21]=1[N+:37]([O-:39])=[O:38].C(N(CC)CC)C. Product: [N+:37]([C:21]1[CH:22]=[C:23]([C:24]([C:26]2[CH:34]=[CH:33][CH:32]=[CH:31][C:27]=2[C:28]([OH:30])=[O:29])=[O:25])[CH:35]=[CH:36][C:20]=1[N:2]1[CH2:3][CH2:4][CH:5]([N:8]2[C:13]3[CH:14]=[CH:15][CH:16]=[CH:17][C:12]=3[CH2:11][O:10][C:9]2=[O:18])[CH2:6][CH2:7]1)([O-:39])=[O:38]. The catalyst class is: 9. (8) Reactant: [ClH:1].C(OCC)(=O)C.C(OC([NH:15][C:16]1[S:17][C:18]([CH2:28][CH3:29])=[C:19]([CH:21]([OH:27])[C:22]([O:24][CH2:25][CH3:26])=[O:23])[N:20]=1)=O)(C)(C)C. The catalyst class is: 13. Product: [ClH:1].[NH2:15][C:16]1[S:17][C:18]([CH2:28][CH3:29])=[C:19]([CH:21]([OH:27])[C:22]([O:24][CH2:25][CH3:26])=[O:23])[N:20]=1. (9) Reactant: C([O:3][C:4](=O)[NH:5][C:6](=[O:30])[C:7](=[N:10][NH:11][C:12]1[CH:17]=[C:16]([CH3:18])[C:15]([O:19][C:20]2[CH:25]=[CH:24][C:23]([O:26][CH3:27])=[C:22]([Br:28])[CH:21]=2)=[C:14]([CH3:29])[CH:13]=1)[C:8]#[N:9])C.C([O-])(=O)C.[K+]. Product: [Br:28][C:22]1[CH:21]=[C:20]([CH:25]=[CH:24][C:23]=1[O:26][CH3:27])[O:19][C:15]1[C:16]([CH3:18])=[CH:17][C:12]([N:11]2[C:4](=[O:3])[NH:5][C:6](=[O:30])[C:7]([C:8]#[N:9])=[N:10]2)=[CH:13][C:14]=1[CH3:29]. The catalyst class is: 15.